The task is: Predict which catalyst facilitates the given reaction.. This data is from Catalyst prediction with 721,799 reactions and 888 catalyst types from USPTO. (1) Reactant: [F:1][C:2]1[C:3]([F:22])=[N:4][CH:5]=[C:6]([C:10]=1[NH:11][C:12]1[CH:20]=[C:19]2[C:15]([CH:16]=[N:17][N:18]2[CH3:21])=[CH:14][CH:13]=1)[C:7]([OH:9])=[O:8].[CH3:23][Si](C=[N+]=[N-])(C)C.C(O)(=O)C. Product: [F:1][C:2]1[C:3]([F:22])=[N:4][CH:5]=[C:6]([C:10]=1[NH:11][C:12]1[CH:20]=[C:19]2[C:15]([CH:16]=[N:17][N:18]2[CH3:21])=[CH:14][CH:13]=1)[C:7]([O:9][CH3:23])=[O:8]. The catalyst class is: 92. (2) Reactant: C(OC(=O)[NH:7][C@H:8]([CH2:25][CH:26]1[CH2:31][CH2:30][CH2:29][CH2:28][CH2:27]1)[C:9]([N:11]1[CH2:16][CH2:15][N:14]([C:17]2[CH:22]=[CH:21][CH:20]=[CH:19][C:18]=2[O:23][CH3:24])[CH2:13][CH2:12]1)=[O:10])(C)(C)C. Product: [NH2:7][C@H:8]([CH2:25][CH:26]1[CH2:31][CH2:30][CH2:29][CH2:28][CH2:27]1)[C:9]([N:11]1[CH2:12][CH2:13][N:14]([C:17]2[CH:22]=[CH:21][CH:20]=[CH:19][C:18]=2[O:23][CH3:24])[CH2:15][CH2:16]1)=[O:10]. The catalyst class is: 33. (3) Reactant: [NH2:1][CH2:2][C:3]1[CH:17]=[CH:16][C:6]([O:7][CH2:8][C:9]([O:11][C:12]([CH3:15])([CH3:14])[CH3:13])=[O:10])=[C:5]([Br:18])[CH:4]=1.[F:19][C:20]1[CH:25]=[CH:24][C:23]([S:26](Cl)(=[O:28])=[O:27])=[CH:22][CH:21]=1.CCN(CC)CC. Product: [Br:18][C:5]1[CH:4]=[C:3]([CH2:2][NH:1][S:26]([C:23]2[CH:24]=[CH:25][C:20]([F:19])=[CH:21][CH:22]=2)(=[O:28])=[O:27])[CH:17]=[CH:16][C:6]=1[O:7][CH2:8][C:9]([O:11][C:12]([CH3:14])([CH3:15])[CH3:13])=[O:10]. The catalyst class is: 2. (4) Reactant: C(NC(C)C)(C)C.[Li]CCCC.[CH3:13][O:14][C:15]([C:17]1[S:21][C:20]2[CH2:22][CH2:23][CH2:24][CH2:25][C:19]=2[CH:18]=1)=[O:16].[I:26]I. The catalyst class is: 765. Product: [CH3:13][O:14][C:15]([C:17]1[S:21][C:20]2[CH2:22][CH2:23][CH2:24][CH2:25][C:19]=2[C:18]=1[I:26])=[O:16]. (5) Reactant: [Cl:1][C:2]1[CH:3]=[C:4]([OH:9])[CH:5]=[CH:6][C:7]=1[Cl:8].F[C:11]1[CH:16]=[CH:15][C:14]([N+:17]([O-:19])=[O:18])=[CH:13][C:12]=1[O:20][CH3:21].C(=O)([O-])[O-].[K+].[K+]. Product: [Cl:8][C:7]1[CH:6]=[CH:5][C:4]([O:9][C:11]2[CH:16]=[CH:15][C:14]([N+:17]([O-:19])=[O:18])=[CH:13][C:12]=2[O:20][CH3:21])=[CH:3][C:2]=1[Cl:1]. The catalyst class is: 6. (6) Reactant: [CH3:1][C:2]1[S:3][C:4]([C:10]2[CH:15]=[CH:14][CH:13]=[CH:12][CH:11]=2)=[C:5]([C:7]([OH:9])=O)[N:6]=1.C(Cl)(=O)C(Cl)=O.CN(C=O)C.[F:27][C:28]1[CH:29]=[C:30]([CH3:44])[C:31]2[N:32]([CH:34]=[C:35]([CH2:37][C@@H:38]3[CH2:43][CH2:42][CH2:41][CH2:40][NH:39]3)[N:36]=2)[CH:33]=1. Product: [F:27][C:28]1[CH:29]=[C:30]([CH3:44])[C:31]2[N:32]([CH:34]=[C:35]([CH2:37][C@@H:38]3[CH2:43][CH2:42][CH2:41][CH2:40][N:39]3[C:7]([C:5]3[N:6]=[C:2]([CH3:1])[S:3][C:4]=3[C:10]3[CH:15]=[CH:14][CH:13]=[CH:12][CH:11]=3)=[O:9])[N:36]=2)[CH:33]=1. The catalyst class is: 2.